This data is from Full USPTO retrosynthesis dataset with 1.9M reactions from patents (1976-2016). The task is: Predict the reactants needed to synthesize the given product. (1) Given the product [CH3:50][C:46]1[C:47]([CH3:49])=[CH:48][C:42]2[NH:41][C:40]([CH2:39][N:11]([CH:9]3[C:10]4[N:1]=[CH:2][CH:3]=[CH:4][C:5]=4[CH2:6][CH2:7][CH2:8]3)[CH2:12][CH2:13][CH2:14][CH2:15][N:16]3[C:24](=[O:25])[C:23]4[C:18](=[CH:19][CH:20]=[CH:21][CH:22]=4)[C:17]3=[O:26])=[N:44][C:43]=2[CH:45]=1, predict the reactants needed to synthesize it. The reactants are: [N:1]1[C:10]2[CH:9]([NH:11][CH2:12][CH2:13][CH2:14][CH2:15][N:16]3[C:24](=[O:25])[C:23]4[C:18](=[CH:19][CH:20]=[CH:21][CH:22]=4)[C:17]3=[O:26])[CH2:8][CH2:7][CH2:6][C:5]=2[CH:4]=[CH:3][CH:2]=1.C(N(C(C)C)CC)(C)C.[I-].[K+].Cl[CH2:39][C:40]1[NH:44][C:43]2[CH:45]=[C:46]([CH3:50])[C:47]([CH3:49])=[CH:48][C:42]=2[N:41]=1. (2) Given the product [BrH:13].[NH2:12][C:10]1[N:11]=[C:6]2[CH:5]=[CH:4][C:3]([OH:2])=[CH:8][N:7]2[N:9]=1, predict the reactants needed to synthesize it. The reactants are: C[O:2][C:3]1[CH:4]=[CH:5][C:6]2[N:7]([N:9]=[C:10]([NH2:12])[N:11]=2)[CH:8]=1.[BrH:13]. (3) Given the product [Cl:1][C:2]1[CH:3]=[CH:4][C:5]([C:8]2[N:9]=[C:10]3[CH:15]=[CH:14][CH:13]=[CH:12][N:11]3[C:16]=2[CH2:17][N:18]2[CH:23]=[CH:22][C:21]([NH:24][CH3:25])=[N:20][C:19]2=[O:27])=[CH:6][CH:7]=1, predict the reactants needed to synthesize it. The reactants are: [Cl:1][C:2]1[CH:7]=[CH:6][C:5]([C:8]2[N:9]=[C:10]3[CH:15]=[CH:14][CH:13]=[CH:12][N:11]3[C:16]=2[CH2:17][N:18]2[CH:23]=[CH:22][C:21]([NH:24][CH2:25]C)=[N:20][C:19]2=[O:27])=[CH:4][CH:3]=1.ClC1C=CN(CC2N3C=CC=CC3=NC=2C2C=CC(Cl)=CC=2)C(=O)N=1.CN. (4) Given the product [C:36]([O:35][C:34](=[O:40])[NH:33][C:29]1[CH:30]=[CH:31][CH:32]=[C:27]([O:26][C:2]2[C:3]3[C:10]([I:11])=[CH:9][N:8]([CH2:12][O:13][CH2:14][CH2:15][Si:16]([CH3:19])([CH3:18])[CH3:17])[C:4]=3[N:5]=[CH:6][N:7]=2)[CH:28]=1)([CH3:39])([CH3:37])[CH3:38], predict the reactants needed to synthesize it. The reactants are: Cl[C:2]1[C:3]2[C:10]([I:11])=[CH:9][N:8]([CH2:12][O:13][CH2:14][CH2:15][Si:16]([CH3:19])([CH3:18])[CH3:17])[C:4]=2[N:5]=[CH:6][N:7]=1.C([O-])([O-])=O.[K+].[K+].[OH:26][C:27]1[CH:28]=[C:29]([NH:33][C:34](=[O:40])[O:35][C:36]([CH3:39])([CH3:38])[CH3:37])[CH:30]=[CH:31][CH:32]=1.